From a dataset of Peptide-MHC class II binding affinity with 134,281 pairs from IEDB. Regression. Given a peptide amino acid sequence and an MHC pseudo amino acid sequence, predict their binding affinity value. This is MHC class II binding data. (1) The peptide sequence is AFKIAATAANAAPTN. The MHC is HLA-DQA10301-DQB10302 with pseudo-sequence HLA-DQA10301-DQB10302. The binding affinity (normalized) is 0.480. (2) The peptide sequence is TGTLIVNSVLLFLAF. The MHC is DRB1_0101 with pseudo-sequence DRB1_0101. The binding affinity (normalized) is 0.340.